Dataset: Catalyst prediction with 721,799 reactions and 888 catalyst types from USPTO. Task: Predict which catalyst facilitates the given reaction. (1) Reactant: Br[C:2]1[C:10]2[C:9]([NH:11][C@H:12]([C:14]3[N:19]([C:20]4[CH:25]=[CH:24][CH:23]=[CH:22][CH:21]=4)[C:18](=[O:26])[C:17]4=[C:27]([CH3:30])[CH:28]=[CH:29][N:16]4[N:15]=3)[CH3:13])=[N:8][CH:7]=[N:6][C:5]=2[N:4]([CH2:31][O:32][CH2:33][CH2:34][Si:35]([CH3:38])([CH3:37])[CH3:36])[CH:3]=1.[OH:39][C:40]1[CH:41]=[C:42]([NH:55][S:56]([CH3:59])(=[O:58])=[O:57])[CH:43]=[C:44](B2OC(C)(C)C(C)(C)O2)[CH:45]=1.C(=O)([O-])[O-].[Na+].[Na+]. Product: [OH:39][C:40]1[CH:41]=[C:42]([NH:55][S:56]([CH3:59])(=[O:58])=[O:57])[CH:43]=[C:44]([C:2]2[C:10]3[C:9]([NH:11][C@H:12]([C:14]4[N:19]([C:20]5[CH:25]=[CH:24][CH:23]=[CH:22][CH:21]=5)[C:18](=[O:26])[C:17]5=[C:27]([CH3:30])[CH:28]=[CH:29][N:16]5[N:15]=4)[CH3:13])=[N:8][CH:7]=[N:6][C:5]=3[N:4]([CH2:31][O:32][CH2:33][CH2:34][Si:35]([CH3:38])([CH3:37])[CH3:36])[CH:3]=2)[CH:45]=1. The catalyst class is: 149. (2) Reactant: [CH:1]([C:4]1[C:8]2[CH:9]=[C:10]([C:13]([O:15]C)=[O:14])[CH:11]=[CH:12][C:7]=2[O:6][CH:5]=1)([CH3:3])[CH3:2].[OH-].[Na+]. Product: [CH:1]([C:4]1[C:8]2[CH:9]=[C:10]([C:13]([OH:15])=[O:14])[CH:11]=[CH:12][C:7]=2[O:6][CH:5]=1)([CH3:3])[CH3:2]. The catalyst class is: 24. (3) Product: [F:21][C:22]1[CH:27]=[CH:26][C:25]([C@@H:28]([NH:30][C:2]2[N:7]=[C:6]([NH:8][C:9]3[CH:13]=[C:12]([O:14][CH:15]([CH3:17])[CH3:16])[NH:11][N:10]=3)[C:5]([N+:18]([O-:20])=[O:19])=[CH:4][CH:3]=2)[CH3:29])=[CH:24][CH:23]=1. The catalyst class is: 114. Reactant: Cl[C:2]1[N:7]=[C:6]([NH:8][C:9]2[CH:13]=[C:12]([O:14][CH:15]([CH3:17])[CH3:16])[NH:11][N:10]=2)[C:5]([N+:18]([O-:20])=[O:19])=[CH:4][CH:3]=1.[F:21][C:22]1[CH:27]=[CH:26][C:25]([C@@H:28]([NH2:30])[CH3:29])=[CH:24][CH:23]=1.CCN(C(C)C)C(C)C.